Dataset: Peptide-MHC class I binding affinity with 185,985 pairs from IEDB/IMGT. Task: Regression. Given a peptide amino acid sequence and an MHC pseudo amino acid sequence, predict their binding affinity value. This is MHC class I binding data. (1) The peptide sequence is DRYPANAIV. The MHC is HLA-B40:01 with pseudo-sequence HLA-B40:01. The binding affinity (normalized) is 0.0847. (2) The peptide sequence is ADDPSRGRL. The MHC is Patr-A0401 with pseudo-sequence Patr-A0401. The binding affinity (normalized) is 0.0920. (3) The peptide sequence is FQAAESNERY. The MHC is HLA-A30:02 with pseudo-sequence HLA-A30:02. The binding affinity (normalized) is 0.453. (4) The binding affinity (normalized) is 0.0847. The MHC is HLA-A02:12 with pseudo-sequence HLA-A02:12. The peptide sequence is CPTLKKGFL. (5) The peptide sequence is MMMLPATLAF. The MHC is HLA-B15:01 with pseudo-sequence HLA-B15:01. The binding affinity (normalized) is 0.447. (6) The MHC is HLA-A31:01 with pseudo-sequence HLA-A31:01. The peptide sequence is VPRDRNGTF. The binding affinity (normalized) is 0.0847.